This data is from Reaction yield outcomes from USPTO patents with 853,638 reactions. The task is: Predict the reaction yield, written as a fraction of the theoretical maximum amount of product (1.0 means a 100% yield; for example, 0.34 means a 34% yield). (1) The reactants are [OH:1][C:2]1[CH:7]=[CH:6][C:5]([OH:8])=[CH:4][C:3]=1[C:9](=[O:11])[CH3:10].[CH3:12][C:13]([CH3:15])=O.N1CCCCC1. The catalyst is N1C=CC=CC=1. The product is [OH:8][C:5]1[CH:4]=[C:3]2[C:2](=[CH:7][CH:6]=1)[O:1][C:13]([CH3:15])([CH3:12])[CH2:10][C:9]2=[O:11]. The yield is 0.760. (2) The reactants are CO[C:3](=[O:13])[C:4]1[C:9]([Cl:10])=[CH:8][CH:7]=[CH:6][C:5]=1[CH2:11]Br.[CH3:14][C:15]1[CH:22]=[CH:21][C:18]([CH2:19][NH2:20])=[CH:17][CH:16]=1.C([O-])([O-])=O.[K+].[K+].C(OCC)(=O)C. The catalyst is C1(C)C=CC=CC=1.CCCCCC. The product is [Cl:10][C:9]1[CH:8]=[CH:7][CH:6]=[C:5]2[C:4]=1[C:3](=[O:13])[N:20]([CH2:19][C:18]1[CH:21]=[CH:22][C:15]([CH3:14])=[CH:16][CH:17]=1)[CH2:11]2. The yield is 0.340.